This data is from Reaction yield outcomes from USPTO patents with 853,638 reactions. The task is: Predict the reaction yield, written as a fraction of the theoretical maximum amount of product (1.0 means a 100% yield; for example, 0.34 means a 34% yield). The reactants are Br[C:2]1[C:3]([Cl:17])=[C:4]2[C:8](=[CH:9][CH:10]=1)[N:7]([CH:11]1[CH2:16][CH2:15][CH2:14][CH2:13][O:12]1)[N:6]=[CH:5]2.[F-].[CH2:19]([N+]([CH2:19][CH2:20][CH2:21][CH3:22])([CH2:19][CH2:20][CH2:21][CH3:22])[CH2:19][CH2:20][CH2:21][CH3:22])[CH2:20][CH2:21][CH3:22].C([Si](C)(C)C)#CCC. The catalyst is [Cu]I.C1C=CC([P]([Pd]([P](C2C=CC=CC=2)(C2C=CC=CC=2)C2C=CC=CC=2)([P](C2C=CC=CC=2)(C2C=CC=CC=2)C2C=CC=CC=2)[P](C2C=CC=CC=2)(C2C=CC=CC=2)C2C=CC=CC=2)(C2C=CC=CC=2)C2C=CC=CC=2)=CC=1.O. The product is [C:19]([C:2]1[C:3]([Cl:17])=[C:4]2[C:8](=[CH:9][CH:10]=1)[N:7]([CH:11]1[CH2:16][CH2:15][CH2:14][CH2:13][O:12]1)[N:6]=[CH:5]2)#[C:20][CH2:21][CH3:22]. The yield is 0.900.